From a dataset of Full USPTO retrosynthesis dataset with 1.9M reactions from patents (1976-2016). Predict the reactants needed to synthesize the given product. (1) Given the product [CH2:27]([O:26][C:24](=[O:25])[NH:11][C:6]1[CH:5]=[C:4]([C:12]([F:13])([F:14])[F:15])[N:3]=[C:2]([Cl:1])[C:7]=1[N+:8]([O-:10])=[O:9])[CH3:28], predict the reactants needed to synthesize it. The reactants are: [Cl:1][C:2]1[C:7]([N+:8]([O-:10])=[O:9])=[C:6]([NH2:11])[CH:5]=[C:4]([C:12]([F:15])([F:14])[F:13])[N:3]=1.C(N(CC)CC)C.Cl[C:24]([O:26][CH2:27][CH3:28])=[O:25].CCOC(C)=O. (2) Given the product [CH3:1][O:2][C:3](=[O:13])[CH2:4][C:5]1[CH:10]=[C:9]([OH:11])[CH:8]=[C:7]([O:12][CH2:14][CH3:15])[CH:6]=1, predict the reactants needed to synthesize it. The reactants are: [CH3:1][O:2][C:3](=[O:13])[CH2:4][C:5]1[CH:10]=[C:9]([OH:11])[CH:8]=[C:7]([OH:12])[CH:6]=1.[CH3:14][C:15](=O)CC.C(=O)([O-])[O-].[K+].[K+].ICC. (3) Given the product [Br:3][C:13]1[CH:14]=[CH:15][N:10]([CH2:9][CH:6]2[CH2:8][CH2:7]2)[C:11](=[O:17])[CH:12]=1, predict the reactants needed to synthesize it. The reactants are: P(Br)(Br)([Br:3])=O.[CH:6]1([CH2:9][N:10]2[CH:15]=[CH:14][C:13](O)=[CH:12][C:11]2=[O:17])[CH2:8][CH2:7]1.